This data is from Full USPTO retrosynthesis dataset with 1.9M reactions from patents (1976-2016). The task is: Predict the reactants needed to synthesize the given product. (1) Given the product [OH:29][CH:28]([C:27]1[CH:26]=[C:25]([O:24][CH3:23])[C:32]2[O:33][CH2:34][O:35][C:31]=2[CH:30]=1)[C:16]1[CH:15]=[CH:14][CH:13]=[CH:12][C:11]=1[S:8]([NH:7][C:2]1[CH:3]=[CH:4][CH:5]=[CH:6][C:1]=1[CH3:17])(=[O:9])=[O:10], predict the reactants needed to synthesize it. The reactants are: [C:1]1([CH3:17])[CH:6]=[CH:5][CH:4]=[CH:3][C:2]=1[NH:7][S:8]([C:11]1[CH:16]=[CH:15][CH:14]=[CH:13][CH:12]=1)(=[O:10])=[O:9].C([Li])CCC.[CH3:23][O:24][C:25]1[CH:26]=[C:27]([CH:30]=[C:31]2[O:35][CH2:34][O:33][C:32]=12)[CH:28]=[O:29].[Cl-].[NH4+]. (2) Given the product [F:18][C:17]([F:20])([F:19])[C:15]([OH:21])=[O:16].[CH2:1]([C:3]1([OH:14])[CH2:6][NH:5][CH2:4]1)[CH3:2], predict the reactants needed to synthesize it. The reactants are: [CH2:1]([C:3]1([OH:14])[CH2:6][N:5](C(OC(C)(C)C)=O)[CH2:4]1)[CH3:2].[C:15]([OH:21])([C:17]([F:20])([F:19])[F:18])=[O:16]. (3) Given the product [CH2:15]([N:14]([CH2:19][CH:20]([CH3:22])[CH3:21])[C:12](=[O:13])[C:11]([CH3:24])([C:4]1[CH:5]=[CH:6][C:7]([N+:8]([O-:10])=[O:9])=[C:2]([NH:34][CH2:33][CH2:32][CH2:31][N:25]2[CH2:30][CH2:29][CH2:28][CH2:27][CH2:26]2)[CH:3]=1)[CH3:23])[CH:16]([CH3:18])[CH3:17], predict the reactants needed to synthesize it. The reactants are: Cl[C:2]1[CH:3]=[C:4]([C:11]([CH3:24])([CH3:23])[C:12]([N:14]([CH2:19][CH:20]([CH3:22])[CH3:21])[CH2:15][CH:16]([CH3:18])[CH3:17])=[O:13])[CH:5]=[CH:6][C:7]=1[N+:8]([O-:10])=[O:9].[N:25]1([CH2:31][CH2:32][CH2:33][NH2:34])[CH2:30][CH2:29][CH2:28][CH2:27][CH2:26]1.C(=O)([O-])[O-].[K+].[K+].O.